From a dataset of NCI-60 drug combinations with 297,098 pairs across 59 cell lines. Regression. Given two drug SMILES strings and cell line genomic features, predict the synergy score measuring deviation from expected non-interaction effect. (1) Drug 1: CCC(=C(C1=CC=CC=C1)C2=CC=C(C=C2)OCCN(C)C)C3=CC=CC=C3.C(C(=O)O)C(CC(=O)O)(C(=O)O)O. Drug 2: C1=NNC2=C1C(=O)NC=N2. Cell line: CAKI-1. Synergy scores: CSS=-6.29, Synergy_ZIP=-0.169, Synergy_Bliss=-4.64, Synergy_Loewe=-11.6, Synergy_HSA=-9.87. (2) Drug 2: C1CN1P(=S)(N2CC2)N3CC3. Cell line: HL-60(TB). Drug 1: CN1CCC(CC1)COC2=C(C=C3C(=C2)N=CN=C3NC4=C(C=C(C=C4)Br)F)OC. Synergy scores: CSS=61.1, Synergy_ZIP=0.156, Synergy_Bliss=-10.4, Synergy_Loewe=-22.4, Synergy_HSA=-15.2. (3) Drug 1: CCCS(=O)(=O)NC1=C(C(=C(C=C1)F)C(=O)C2=CNC3=C2C=C(C=N3)C4=CC=C(C=C4)Cl)F. Drug 2: B(C(CC(C)C)NC(=O)C(CC1=CC=CC=C1)NC(=O)C2=NC=CN=C2)(O)O. Synergy scores: CSS=47.7, Synergy_ZIP=19.5, Synergy_Bliss=20.5, Synergy_Loewe=-7.01, Synergy_HSA=18.5. Cell line: MOLT-4. (4) Drug 1: CC1C(C(CC(O1)OC2CC(CC3=C2C(=C4C(=C3O)C(=O)C5=C(C4=O)C(=CC=C5)OC)O)(C(=O)CO)O)N)O.Cl. Drug 2: B(C(CC(C)C)NC(=O)C(CC1=CC=CC=C1)NC(=O)C2=NC=CN=C2)(O)O. Cell line: IGROV1. Synergy scores: CSS=56.4, Synergy_ZIP=0.110, Synergy_Bliss=0.220, Synergy_Loewe=-21.1, Synergy_HSA=0.0321. (5) Drug 1: CC1OCC2C(O1)C(C(C(O2)OC3C4COC(=O)C4C(C5=CC6=C(C=C35)OCO6)C7=CC(=C(C(=C7)OC)O)OC)O)O. Drug 2: C1CCC(C(C1)N)N.C(=O)(C(=O)[O-])[O-].[Pt+4]. Cell line: PC-3. Synergy scores: CSS=30.7, Synergy_ZIP=-1.98, Synergy_Bliss=6.76, Synergy_Loewe=9.85, Synergy_HSA=10.5. (6) Drug 1: CC(C1=C(C=CC(=C1Cl)F)Cl)OC2=C(N=CC(=C2)C3=CN(N=C3)C4CCNCC4)N. Drug 2: C1=NC(=NC(=O)N1C2C(C(C(O2)CO)O)O)N. Cell line: SR. Synergy scores: CSS=83.8, Synergy_ZIP=8.47, Synergy_Bliss=9.57, Synergy_Loewe=9.95, Synergy_HSA=10.1. (7) Drug 1: C1CCC(CC1)NC(=O)N(CCCl)N=O. Drug 2: C1=NC2=C(N=C(N=C2N1C3C(C(C(O3)CO)O)O)F)N. Cell line: UO-31. Synergy scores: CSS=13.4, Synergy_ZIP=0.166, Synergy_Bliss=5.42, Synergy_Loewe=5.18, Synergy_HSA=5.37. (8) Drug 1: CNC(=O)C1=NC=CC(=C1)OC2=CC=C(C=C2)NC(=O)NC3=CC(=C(C=C3)Cl)C(F)(F)F. Drug 2: CS(=O)(=O)OCCCCOS(=O)(=O)C. Cell line: HOP-92. Synergy scores: CSS=2.02, Synergy_ZIP=3.43, Synergy_Bliss=4.74, Synergy_Loewe=-2.60, Synergy_HSA=-1.88. (9) Drug 1: C1=CC(=C2C(=C1NCCNCCO)C(=O)C3=C(C=CC(=C3C2=O)O)O)NCCNCCO. Drug 2: CC1C(C(CC(O1)OC2CC(CC3=C2C(=C4C(=C3O)C(=O)C5=C(C4=O)C(=CC=C5)OC)O)(C(=O)C)O)N)O.Cl. Cell line: OVCAR-4. Synergy scores: CSS=25.4, Synergy_ZIP=-6.02, Synergy_Bliss=1.07, Synergy_Loewe=2.07, Synergy_HSA=3.54. (10) Drug 1: COC1=CC(=CC(=C1O)OC)C2C3C(COC3=O)C(C4=CC5=C(C=C24)OCO5)OC6C(C(C7C(O6)COC(O7)C8=CC=CS8)O)O. Drug 2: C1=CC(=CC=C1CC(C(=O)O)N)N(CCCl)CCCl.Cl. Cell line: DU-145. Synergy scores: CSS=37.6, Synergy_ZIP=-1.41, Synergy_Bliss=-1.72, Synergy_Loewe=-21.6, Synergy_HSA=-2.26.